This data is from Forward reaction prediction with 1.9M reactions from USPTO patents (1976-2016). The task is: Predict the product of the given reaction. Given the reactants [Cl:1][C:2]1[CH:7]=[C:6]([O:8][CH:9]([CH3:11])[CH3:10])[CH:5]=[CH:4][C:3]=1[CH3:12].[Br:13]N1C(=O)CCC1=O, predict the reaction product. The product is: [Br:13][CH2:12][C:3]1[CH:4]=[CH:5][C:6]([O:8][CH:9]([CH3:10])[CH3:11])=[CH:7][C:2]=1[Cl:1].